This data is from Full USPTO retrosynthesis dataset with 1.9M reactions from patents (1976-2016). The task is: Predict the reactants needed to synthesize the given product. Given the product [CH2:31]([S:30][C:28]1[C:27]([C:33]([NH:35][CH2:36][C:37]2[CH:42]=[CH:41][CH:40]=[C:39]([F:43])[CH:38]=2)=[O:34])=[C:26]([CH3:44])[CH:25]=[C:24]([N:1]2[CH2:6][CH2:5][O:4][CH2:3][C@@H:2]2[CH2:7][OH:8])[N:29]=1)[CH3:32], predict the reactants needed to synthesize it. The reactants are: [NH:1]1[CH2:6][CH2:5][O:4][CH2:3][C@@H:2]1[CH2:7][OH:8].C[Si](C)(C)N[Si](C)(C)C.C[Si](C)(C)Cl.Cl[C:24]1[N:29]=[C:28]([S:30][CH2:31][CH3:32])[C:27]([C:33]([NH:35][CH2:36][C:37]2[CH:42]=[CH:41][CH:40]=[C:39]([F:43])[CH:38]=2)=[O:34])=[C:26]([CH3:44])[CH:25]=1.CCN(C(C)C)C(C)C.Cl.C([O-])(O)=O.[Na+].